Predict the reaction yield, written as a fraction of the theoretical maximum amount of product (1.0 means a 100% yield; for example, 0.34 means a 34% yield). From a dataset of Reaction yield outcomes from USPTO patents with 853,638 reactions. (1) The reactants are [Br:1][C:2]1[CH:7]=[CH:6][C:5]([C:8]([C:23]2[CH:28]=[CH:27][CH:26]=[CH:25][CH:24]=2)(O)[CH:9]([C:16]2[CH:21]=[CH:20][CH:19]=[CH:18][CH:17]=2)[C:10]2[CH:15]=[CH:14][CH:13]=[CH:12][CH:11]=2)=[CH:4][CH:3]=1.CC1C=CC(S(O)(=O)=O)=CC=1. The catalyst is C1(C)C=CC=CC=1. The product is [Br:1][C:2]1[CH:3]=[CH:4][C:5]([C:8]([C:23]2[CH:24]=[CH:25][CH:26]=[CH:27][CH:28]=2)=[C:9]([C:10]2[CH:11]=[CH:12][CH:13]=[CH:14][CH:15]=2)[C:16]2[CH:21]=[CH:20][CH:19]=[CH:18][CH:17]=2)=[CH:6][CH:7]=1. The yield is 0.821. (2) The reactants are C([SiH](CC)CC)C.[C:8]([C:12]1[C:17]2[CH:18]=[C:19]([CH2:21][CH2:22][CH2:23][CH2:24][CH2:25][CH2:26][CH2:27][CH3:28])[O:20][C:16]=2[CH:15]=[CH:14][C:13]=1[OH:29])([CH3:11])([CH3:10])[CH3:9].FC(F)(F)C(O)=O. No catalyst specified. The product is [C:8]([C:12]1[C:17]2[CH2:18][CH:19]([CH2:21][CH2:22][CH2:23][CH2:24][CH2:25][CH2:26][CH2:27][CH3:28])[O:20][C:16]=2[CH:15]=[CH:14][C:13]=1[OH:29])([CH3:11])([CH3:10])[CH3:9]. The yield is 0.830.